From a dataset of Forward reaction prediction with 1.9M reactions from USPTO patents (1976-2016). Predict the product of the given reaction. Given the reactants [Cl:1][C:2]1[CH:22]=[C:21]([Cl:23])[CH:20]=[CH:19][C:3]=1[CH2:4][O:5][C:6]1[CH:18]=[CH:17][C:9]2[C:10]([SH:16])=[C:11]([C:13]([NH2:15])=[O:14])[S:12][C:8]=2[CH:7]=1.C(=O)([O-])O.[Na+].Br[CH2:30][C:31]([O:33][CH2:34][CH3:35])=[O:32].CN(C=O)C, predict the reaction product. The product is: [CH2:34]([O:33][C:31](=[O:32])[CH2:30][S:16][C:10]1[C:9]2[CH:17]=[CH:18][C:6]([O:5][CH2:4][C:3]3[CH:19]=[CH:20][C:21]([Cl:23])=[CH:22][C:2]=3[Cl:1])=[CH:7][C:8]=2[S:12][C:11]=1[C:13](=[O:14])[NH2:15])[CH3:35].